This data is from Reaction yield outcomes from USPTO patents with 853,638 reactions. The task is: Predict the reaction yield, written as a fraction of the theoretical maximum amount of product (1.0 means a 100% yield; for example, 0.34 means a 34% yield). The reactants are [N+:1]([C:4]1[CH:5]=[CH:6][C:7]2[CH2:13][CH2:12][CH2:11][CH2:10][N:9]([C:14](=[O:16])[CH3:15])[C:8]=2[CH:17]=1)([O-])=O. The catalyst is CCO.[Pd]. The product is [NH2:1][C:4]1[CH:5]=[CH:6][C:7]2[CH2:13][CH2:12][CH2:11][CH2:10][N:9]([C:14](=[O:16])[CH3:15])[C:8]=2[CH:17]=1. The yield is 0.900.